Dataset: Full USPTO retrosynthesis dataset with 1.9M reactions from patents (1976-2016). Task: Predict the reactants needed to synthesize the given product. (1) The reactants are: [CH3:1][C:2]1[S:3][C:4]2[CH:10]=[CH:9][C:8]([O:11][CH2:12][CH2:13][CH2:14]Cl)=[CH:7][C:5]=2[N:6]=1.[C:16]([C:18]1[CH:19]=[C:20]2[C:24](=[CH:25][CH:26]=1)[NH:23][CH:22]=[C:21]2[C:27]1[CH2:28][CH2:29][NH:30][CH2:31][CH:32]=1)#[N:17].[I-].[K+]. Given the product [C:16]([C:18]1[CH:19]=[C:20]2[C:24](=[CH:25][CH:26]=1)[NH:23][CH:22]=[C:21]2[C:27]1[CH2:28][CH2:29][N:30]([CH2:14][CH2:13][CH2:12][O:11][C:8]2[CH:9]=[CH:10][C:4]3[S:3][C:2]([CH3:1])=[N:6][C:5]=3[CH:7]=2)[CH2:31][CH:32]=1)#[N:17], predict the reactants needed to synthesize it. (2) Given the product [C:1]([O:5][C:6](=[O:18])[NH:7][C:8]1[CH:13]=[CH:12][C:11]([CH:14]([CH3:15])[CH3:16])=[CH:10][C:9]=1[NH:17][C:24](=[O:23])[CH2:25][C:26]([C:28]1[CH:33]=[CH:32][N:31]=[C:30]([C:34]#[N:35])[CH:29]=1)=[O:27])([CH3:2])([CH3:4])[CH3:3], predict the reactants needed to synthesize it. The reactants are: [C:1]([O:5][C:6](=[O:18])[NH:7][C:8]1[CH:13]=[CH:12][C:11]([CH:14]([CH3:16])[CH3:15])=[CH:10][C:9]=1[NH2:17])([CH3:4])([CH3:3])[CH3:2].C([O:23][C:24](=O)[CH2:25][C:26]([C:28]1[CH:33]=[CH:32][N:31]=[C:30]([C:34]#[N:35])[CH:29]=1)=[O:27])(C)(C)C. (3) The reactants are: [F:1][C:2]1[CH:7]=[CH:6][C:5]([C:8]2[C:17]3[C:12](=[N:13][C:14]([C:18]([F:21])([F:20])[F:19])=[CH:15][CH:16]=3)[N:11]=[CH:10][CH:9]=2)=[CH:4][C:3]=1[OH:22].C1(P(C2C=CC=CC=2)C2C=CC=CC=2)C=CC=CC=1.CC(OC(/N=N/C(OC(C)C)=O)=O)C.[CH3:56][N:57]1[CH:61]=[C:60]([CH2:62]O)[N:59]=[N:58]1. Given the product [F:1][C:2]1[CH:7]=[CH:6][C:5]([C:8]2[CH:9]=[CH:10][N:11]=[C:12]3[C:17]=2[CH:16]=[CH:15][C:14]([C:18]([F:19])([F:20])[F:21])=[N:13]3)=[CH:4][C:3]=1[O:22][CH2:62][C:60]1[N:59]=[N:58][N:57]([CH3:56])[CH:61]=1, predict the reactants needed to synthesize it. (4) Given the product [NH:15]1[CH2:14][CH:13]([CH2:12][C:9]2[NH:8][C:7]3[CH:6]=[C:5]([C:24]([F:27])([F:25])[F:26])[CH:4]=[C:3]([C:2]([F:1])([F:28])[F:29])[C:11]=3[N:10]=2)[CH2:16]1, predict the reactants needed to synthesize it. The reactants are: [F:1][C:2]([F:29])([F:28])[C:3]1[C:11]2[N:10]=[C:9]([CH2:12][CH:13]3[CH2:16][N:15](C(OC(C)(C)C)=O)[CH2:14]3)[NH:8][C:7]=2[CH:6]=[C:5]([C:24]([F:27])([F:26])[F:25])[CH:4]=1.FC(F)(F)C(O)=O. (5) The reactants are: [F:1][C:2]1[CH:7]=[CH:6][C:5]([C:8](=[O:10])[CH3:9])=[C:4]([OH:11])[CH:3]=1.[CH2:12](Br)[C:13]1[CH:18]=[CH:17][CH:16]=[CH:15][CH:14]=1.C([O-])([O-])=O.[K+].[K+].O. Given the product [CH2:12]([O:11][C:4]1[CH:3]=[C:2]([F:1])[CH:7]=[CH:6][C:5]=1[C:8](=[O:10])[CH3:9])[C:13]1[CH:18]=[CH:17][CH:16]=[CH:15][CH:14]=1, predict the reactants needed to synthesize it.